From a dataset of Catalyst prediction with 721,799 reactions and 888 catalyst types from USPTO. Predict which catalyst facilitates the given reaction. (1) Reactant: [C:1]([OH:10])(=[O:9])[CH:2]([CH2:6][CH2:7][CH3:8])[CH2:3][CH2:4][CH3:5].[OH-].[Na+:12]. Product: [CH3:5][CH2:4][CH2:3][CH:2]([C:1]([OH:10])=[O:9])[CH2:6][CH2:7][CH3:8].[CH3:5][CH2:4][CH2:3][CH:2]([C:1]([O-:10])=[O:9])[CH2:6][CH2:7][CH3:8].[Na+:12]. The catalyst class is: 6. (2) The catalyst class is: 1. Reactant: [Cl:1][C:2]1[CH:7]=[CH:6][C:5]([CH3:8])=[CH:4][C:3]=1[NH:9][C:10]1[NH:11][C:12]2[C:18]3[CH2:19][C:20]([CH3:23])([CH3:22])[O:21][C:17]=3[C:16]([C:24](O)=[O:25])=[CH:15][C:13]=2[N:14]=1.S(Cl)(Cl)=O.[F:31][C:32]([F:41])([F:40])[C:33]1[CH:34]=[C:35]([NH2:39])[CH:36]=[CH:37][CH:38]=1.CCN(C(C)C)C(C)C. Product: [Cl:1][C:2]1[CH:7]=[CH:6][C:5]([CH3:8])=[CH:4][C:3]=1[NH:9][C:10]1[NH:11][C:12]2[C:18]3[CH2:19][C:20]([CH3:23])([CH3:22])[O:21][C:17]=3[C:16]([C:24]([NH:39][C:35]3[CH:36]=[CH:37][CH:38]=[C:33]([C:32]([F:31])([F:40])[F:41])[CH:34]=3)=[O:25])=[CH:15][C:13]=2[N:14]=1. (3) Reactant: [N:1]1[CH:6]=[CH:5][CH:4]=[CH:3][C:2]=1[CH2:7][O:8][N:9]1C(=O)C2C(=CC=CC=2)C1=O.O.NN. Product: [N:1]1[CH:6]=[CH:5][CH:4]=[CH:3][C:2]=1[CH2:7][O:8][NH2:9]. The catalyst class is: 8. (4) Reactant: [C:1]([CH:4]1[CH2:13][CH2:12][C:11]2[C:6](=[CH:7][C:8]([O:14][CH3:15])=[CH:9][CH:10]=2)[C:5]1=O)(=O)[CH3:2].Cl.[CH2:18]([O:25][C:26]1[CH:31]=[CH:30][C:29]([NH:32][NH2:33])=[CH:28][CH:27]=1)[C:19]1[CH:24]=[CH:23][CH:22]=[CH:21][CH:20]=1. Product: [CH2:18]([O:25][C:26]1[CH:27]=[CH:28][C:29]([N:32]2[C:5]3[C:6]4[CH:7]=[C:8]([O:14][CH3:15])[CH:9]=[CH:10][C:11]=4[CH2:12][CH2:13][C:4]=3[C:1]([CH3:2])=[N:33]2)=[CH:30][CH:31]=1)[C:19]1[CH:20]=[CH:21][CH:22]=[CH:23][CH:24]=1. The catalyst class is: 40. (5) Reactant: C(OP([CH2:9][C:10]([O:12][CH2:13][CH3:14])=[O:11])(OCC)=O)C.[H-].[Na+].[CH3:17][C:18]1([CH3:32])[CH2:23][CH2:22][CH2:21][CH:20]([CH:24]([O:26][C:27]([CH3:31])([CH3:30])[CH:28]=O)[CH3:25])[CH2:19]1.CC(O)=O. Product: [CH3:32][C:18]1([CH3:17])[CH2:23][CH2:22][CH2:21][CH:20]([CH:24]([O:26][C:27]([CH3:31])([CH3:30])[CH:28]=[CH:9][C:10]([O:12][CH2:13][CH3:14])=[O:11])[CH3:25])[CH2:19]1. The catalyst class is: 57. (6) Reactant: [OH:1][CH2:2][CH2:3][CH2:4][CH2:5][NH:6][S:7]([C:10]1[CH:15]=[CH:14][C:13]([C:16]2[CH:21]=[CH:20][CH:19]=[CH:18][CH:17]=2)=[CH:12][CH:11]=1)(=[O:9])=[O:8].[C:22]([Si:26]([O:39][CH2:40][CH2:41]I)([C:33]1[CH:38]=[CH:37][CH:36]=[CH:35][CH:34]=1)[C:27]1[CH:32]=[CH:31][CH:30]=[CH:29][CH:28]=1)([CH3:25])([CH3:24])[CH3:23].O. Product: [C:22]([Si:26]([C:27]1[CH:32]=[CH:31][CH:30]=[CH:29][CH:28]=1)([C:33]1[CH:34]=[CH:35][CH:36]=[CH:37][CH:38]=1)[O:39][CH2:40][CH2:41][N:6]([CH2:5][CH2:4][CH2:3][CH2:2][OH:1])[S:7]([C:10]1[CH:15]=[CH:14][C:13]([C:16]2[CH:21]=[CH:20][CH:19]=[CH:18][CH:17]=2)=[CH:12][CH:11]=1)(=[O:9])=[O:8])([CH3:23])([CH3:24])[CH3:25]. The catalyst class is: 3.